This data is from Experimentally validated miRNA-target interactions with 360,000+ pairs, plus equal number of negative samples. The task is: Binary Classification. Given a miRNA mature sequence and a target amino acid sequence, predict their likelihood of interaction. (1) The miRNA is cel-miR-269 with sequence GGCAAGACUCUGGCAAAACU. The protein sequence of the target gene is MALQGISVVELSGLAPGPFCAMVLADFGARVVRVDRPGSRYDVSRLGRGKRSLVLDLKQPRGAAVLRRLCKRSDVLLEPFRRGVMEKLQLGPEILQRENPRLIYARLSGFGQSGSFCRLAGHDINYLALSGVLSKIGRSGENPYAPLNLLADFAGGGLMCALGIIMALFDRTRTGKGQVIDANMVEGTAYLSSFLWKTQKLSLWEAPRGQNMLDGGAPFYTTYRTADGEFMAVGAIEPQFYELLIKGLGLKSDELPNQMSMDDWPEMKKKFADVFAEKTKAEWCQIFDGTDACVTPVLTF.... Result: 0 (no interaction). (2) The miRNA is hsa-miR-3907 with sequence AGGUGCUCCAGGCUGGCUCACA. The protein sequence of the target gene is MATATEQWVLVEMVQALYEAPAYHLILEGILILWIIRLLFSKTYKLQERSDLTVKEKEELIEEWQPEPLVPPVPKDHPALNYNIVSGPPSHKTVVNGKECINFASFNFLGLLDNPRVKAAALASLKKYGVGTCGPRGFYGTFDVHLDLEDRLAKFMKTEEAIIYSYGFATIASAIPAYSKRGDIVFVDRAACFAIQKGLQASRSDIKLFKHNDMADLERLLKEQEIEDQKNPRKARVTRRFIVVEGLYMNTGTICPLPELVKLKYKYKARIFLEESLSFGVLGEHGRGVTEHYGINIDDI.... Result: 0 (no interaction). (3) The miRNA is hsa-miR-548ad-3p with sequence GAAAACGACAAUGACUUUUGCA. The protein sequence of the target gene is MAPLKMLALVTLLLGASLQHIHAARGTNVGRECCLEYFKGAIPLRKLKTWYQTSEDCSRDAIVFVTVQGRAICSDPNNKRVKNAVKYLQSLERS. Result: 0 (no interaction). (4) The miRNA is hsa-miR-99b-3p with sequence CAAGCUCGUGUCUGUGGGUCCG. The protein sequence of the target gene is MSVACVLKRKAVLWQDSFSPHLKHHPQEPANPNMPVVLTSGTGSQAQPQPAANQALAAGTHSSPVPGSIGVAGRSQDDAMVDYFFQRQHGEQLGGGGSGGGGYNNSKHRWPTGDNIHAEHQVRSMDELNHDFQALALEGRAMGEQLLPGKKFWETDESSKDGPKGIFLGDQWRDSAWGTSDHSVSQPIMVQRRPGQSFHVNSEVNSVLSPRSESGGLGVSMVEYVLSSSPGDSCLRKGGFGPRDADSDENDKGEKKNKGTFDGDKLGDLKEEGDVMDKTNGLPVQNGIDADVKDFSRTPG.... Result: 1 (interaction). (5) The miRNA is hsa-miR-6867-3p with sequence CUCUCCCUCUUUACCCACUAG. The protein sequence of the target gene is MVCIPCIVIPVLLWIYKKFLEPYIYPLVSPFVSRIWPKKAIQESNDTNKGKVNFKGADMNGLPTKGPTEICDKKKD. Result: 1 (interaction). (6) The protein sequence of the target gene is MSCTLLKGVCTMKFLMMIVFLQVSACGAAPMNDSEFAEWYLSRFYDYGKDRIPMTKTKTNRNFLKEKLQEMQQFFGLEATGQLDNSTLAIMHIPRCGVPDVQHLRAVPQRSRWMKRYLTYRIYNYTPDMKREDVDYIFQKAFQVWSDVTPLRFRKLHKDEADIMILFAFGAHGDFNYFDGKGGTLAHAFYPGPGIQGDAHFDEAETWTKSFQGTNLFLVAVHELGHSLGLQHSNNPKSIMYPTYRYLNPSTFRLSADDIRNIQSLYGAPVKPPSLTKPSSPPSTFCHQSLSFDAVTTVGE.... The miRNA is hsa-miR-1247-5p with sequence ACCCGUCCCGUUCGUCCCCGGA. Result: 0 (no interaction). (7) The miRNA is mmu-miR-449a-5p with sequence UGGCAGUGUAUUGUUAGCUGGU. The protein sequence of the target gene is MDANSKDKPPETKESAMNNAGNASFILGTGKIVTPQKHAELPPNPCTPDTFKSPLNFSTVTVEQLGITPESFVRNSAGKSSSYLKKCRRRSAVGARGSPETNHLIRFIARQQNIKNARKSPLAQDSPSQGSPALYRNVNTLRERISAFQSAFHSIKENEKMTGCLEFSEAGKESEMTDLTRKEGLSACQQSGFPAVLSSKRRRISYQRDSDENLTDAEGKVIGLQIFNIDTDRACAVETSVDLSEISSKLGSTQSGFLVEESLPLSELTETSNALKVADCVVGKGSSDAVSPDTFTAEVS.... Result: 0 (no interaction). (8) The miRNA is hsa-miR-302c-5p with sequence UUUAACAUGGGGGUACCUGCUG. The protein sequence of the target gene is MRERGQDSLAGLVLYVGLFGHPGMLHRAKYSRFRNESITSLDEGSSGGSVGNKGSPQPPHPALAPHLPTEDATLPSQESPTPLCTLIPRMASMKLANPATLLSLKNFCLGTKEVPRLKLQESRDPGSSGPSSPETSLSRSGTAPPPQQDLVGHRATALTPDSCPLPGPGEPTLRSRQDRHFLQHLLGMGMNYCVRYMGCVEVLQSMRSLDFGMRTQVTREAISRLCEAVPGANGAIKKRKPPVKFLSTVLGKSNLQFSGMNIKLTISTCSLTLMNLDNQQIIANHHMQSISFASGGDPDT.... Result: 1 (interaction). (9) The miRNA is hsa-miR-18a-5p with sequence UAAGGUGCAUCUAGUGCAGAUAG. The protein sequence of the target gene is MSQVLFHQLVPLQVKCKDCEERRVSIRMSIELQSVSNPVHRKDLVIRLTDDTDPFFLYNLVISEEDFQSLKFQQGLLVDFLAFPQKFIDLLQQCTQEHAKEIPRFLLQLVSPAAILDNSPAFLNVVETNPFKHLTHLSLKLLPGNDVEIKKFLAGCLKCSKEEKLSLMQSLDDATKQLDFTRKTLAEKKQELDKLRNEWASHTAALTNKHSQELTNEKEKALQAQVQYQQQHEQQKKDLEILHQQNIHQLQNRLSELEAANKDLTERKYKGDSTIRELKAKLSGVEEELQRTKQEVLSLR.... Result: 1 (interaction).